From a dataset of Forward reaction prediction with 1.9M reactions from USPTO patents (1976-2016). Predict the product of the given reaction. (1) The product is: [Br:1][C:2]1[C:11]([CH:12]([CH2:13][OH:14])[CH2:17][N:18]2[CH2:23][CH2:22][CH:21]([N:24]([CH2:32][C:33]3[N:38]=[CH:37][C:36]4[O:39][CH2:40][CH2:41][O:42][C:35]=4[CH:34]=3)[C:25](=[O:26])[O:27][C:28]([CH3:31])([CH3:30])[CH3:29])[CH2:20][CH2:19]2)=[C:10]2[C:5]([CH:6]=[CH:7][C:8]([O:43][CH3:44])=[N:9]2)=[CH:4][CH:3]=1. Given the reactants [Br:1][C:2]1[C:11]([CH:12]([CH2:17][N:18]2[CH2:23][CH2:22][CH:21]([N:24]([CH2:32][C:33]3[N:38]=[CH:37][C:36]4[O:39][CH2:40][CH2:41][O:42][C:35]=4[CH:34]=3)[C:25]([O:27][C:28]([CH3:31])([CH3:30])[CH3:29])=[O:26])[CH2:20][CH2:19]2)[C:13](OC)=[O:14])=[C:10]2[C:5]([CH:6]=[CH:7][C:8]([O:43][CH3:44])=[N:9]2)=[CH:4][CH:3]=1.[H-].[Al+3].[Li+].[H-].[H-].[H-], predict the reaction product. (2) Given the reactants [C:1]1([C:7]([C:12]2[CH:17]=[CH:16][CH:15]=[CH:14][CH:13]=2)([CH3:11])[C:8]([OH:10])=[O:9])[CH:6]=[CH:5][CH:4]=[CH:3][CH:2]=1.[CH2:18]([N:25]1[CH2:30][CH:29]2[CH:31](Br)[CH:26]1[CH2:27][CH2:28]2)[C:19]1[CH:24]=[CH:23][CH:22]=[CH:21][CH:20]=1.N12CCCN=C1CCCCC2, predict the reaction product. The product is: [C:1]1([C:7]([C:12]2[CH:17]=[CH:16][CH:15]=[CH:14][CH:13]=2)([CH3:11])[C:8]([O:10][CH:31]2[CH:29]3[CH2:28][CH2:27][CH:26]2[N:25]([CH2:18][C:19]2[CH:24]=[CH:23][CH:22]=[CH:21][CH:20]=2)[CH2:30]3)=[O:9])[CH:2]=[CH:3][CH:4]=[CH:5][CH:6]=1. (3) Given the reactants CN(C=[O:5])C.O=O.[CH3:8][C:9]1[CH:16]=[CH:15][C:12]([CH:13]=[CH2:14])=[CH:11][CH:10]=1.[C:17]1([Mg]Br)[CH:22]=[CH:21][CH:20]=[CH:19][CH:18]=1, predict the reaction product. The product is: [C:17]1([C:13]([C:12]2[CH:15]=[CH:16][C:9]([CH3:8])=[CH:10][CH:11]=2)([OH:5])[CH3:14])[CH:22]=[CH:21][CH:20]=[CH:19][CH:18]=1. (4) Given the reactants C[O:2][C:3](=[O:41])[CH2:4][CH:5]1[C:14]2[C:9](=[C:10]([F:15])[CH:11]=[CH:12][CH:13]=2)[N:8]=[C:7]([C:16]2[CH:21]=[CH:20][C:19]([C:22]3[CH:27]=[CH:26][C:25]([F:28])=[CH:24][CH:23]=3)=[CH:18][CH:17]=2)[N:6]1[C:29]1[CH:34]=[C:33]([C:35]([F:38])([F:37])[F:36])[CH:32]=[CH:31][C:30]=1[O:39][CH3:40].[OH-].[Na+], predict the reaction product. The product is: [F:28][C:25]1[CH:26]=[CH:27][C:22]([C:19]2[CH:18]=[CH:17][C:16]([C:7]3[N:6]([C:29]4[CH:34]=[C:33]([C:35]([F:37])([F:38])[F:36])[CH:32]=[CH:31][C:30]=4[O:39][CH3:40])[CH:5]([CH2:4][C:3]([OH:41])=[O:2])[C:14]4[C:9](=[C:10]([F:15])[CH:11]=[CH:12][CH:13]=4)[N:8]=3)=[CH:21][CH:20]=2)=[CH:23][CH:24]=1. (5) Given the reactants [C:1]1([C:7]2[CH:12]=[CH:11][N:10]=[C:9]([N:13]3[CH:20]4[CH:15]([CH2:16][CH2:17][NH:18][CH2:19]4)[CH2:14]3)[N:8]=2)[CH:6]=[CH:5][CH:4]=[CH:3][CH:2]=1.CC1C=C(C)N=C(N2[C@@H]3[C@@H](CCNC3)C2)N=1.[C:37]1([C:46]2[CH:51]=[CH:50][CH:49]=[CH:48][CH:47]=2)[C:38]([C:43](O)=[O:44])=[CH:39][CH:40]=[CH:41][CH:42]=1.S1C=CC=C1C1C=CC=CC=1C(O)=O, predict the reaction product. The product is: [C:37]1([C:46]2[CH:51]=[CH:50][CH:49]=[CH:48][CH:47]=2)[CH:42]=[CH:41][CH:40]=[CH:39][C:38]=1[C:43]([N:18]1[CH2:17][CH2:16][CH:15]2[CH:20]([N:13]([C:9]3[N:8]=[C:7]([C:1]4[CH:2]=[CH:3][CH:4]=[CH:5][CH:6]=4)[CH:12]=[CH:11][N:10]=3)[CH2:14]2)[CH2:19]1)=[O:44]. (6) Given the reactants [Cl:1][C:2]1[S:6][C:5]([C:7]([NH:9][CH2:10][C:11]2[N:12]=[CH:13][N:14]([C:16]3[CH:21]=[CH:20][C:19](I)=[CH:18][CH:17]=3)[CH:15]=2)=[O:8])=[CH:4][CH:3]=1.[NH:23]1[CH:30]=[CH:29][C:27](=[O:28])[NH:26][C:24]1=[O:25].OC1C=CC=C2C=1N=CC=C2.C([O-])([O-])=O.[K+].[K+], predict the reaction product. The product is: [Cl:1][C:2]1[S:6][C:5]([C:7]([NH:9][CH2:10][C:11]2[N:12]=[CH:13][N:14]([C:16]3[CH:21]=[CH:20][C:19]([N:23]4[CH:30]=[CH:29][C:27](=[O:28])[NH:26][C:24]4=[O:25])=[CH:18][CH:17]=3)[CH:15]=2)=[O:8])=[CH:4][CH:3]=1. (7) Given the reactants Br[C:2]1[C:3]2[N:4]([N:8]=[C:9]([NH2:11])[N:10]=2)[CH:5]=[CH:6][CH:7]=1.[CH3:12][N:13]([C:18]1[CH:23]=[CH:22][CH:21]=[CH:20][C:19]=1B1OC(C)(C)C(C)(C)O1)[S:14]([CH3:17])(=[O:16])=[O:15], predict the reaction product. The product is: [NH2:11][C:9]1[N:10]=[C:3]2[C:2]([C:19]3[CH:20]=[CH:21][CH:22]=[CH:23][C:18]=3[N:13]([CH3:12])[S:14]([CH3:17])(=[O:16])=[O:15])=[CH:7][CH:6]=[CH:5][N:4]2[N:8]=1.